The task is: Predict the reaction yield, written as a fraction of the theoretical maximum amount of product (1.0 means a 100% yield; for example, 0.34 means a 34% yield).. This data is from Reaction yield outcomes from USPTO patents with 853,638 reactions. (1) The reactants are [CH3:1][C:2]1[CH:3]=[C:4]([CH:8]=[C:9]([CH3:14])[C:10]=1[N+:11]([O-])=O)[C:5](O)=O.C(Cl)(=O)C(Cl)=O.[NH2:21][C:22]1[CH:30]=[C:29]([O:31][CH3:32])[CH:28]=[C:27]([O:33][CH3:34])[C:23]=1[C:24]([NH2:26])=[O:25].N1C=CC=CC=1. The catalyst is C(Cl)Cl.C1COCC1.CCOC(C)=O.CN(C=O)C. The product is [NH2:11][C:10]1[C:2]([CH3:1])=[CH:3][C:4]([C:5]2[NH:26][C:24](=[O:25])[C:23]3[C:22](=[CH:30][C:29]([O:31][CH3:32])=[CH:28][C:27]=3[O:33][CH3:34])[N:21]=2)=[CH:8][C:9]=1[CH3:14]. The yield is 0.870. (2) The catalyst is O. The product is [CH3:24][O:23][C:20]1[CH:21]=[C:22]2[C:17]([CH:16]=[CH:15][CH:14]=[C:13]2[CH2:12][CH2:11][N:29]2[C:28](=[O:30])[C:27]3=[CH:31][CH:32]=[CH:33][CH:34]=[C:26]3[C:25]2=[O:35])=[CH:18][CH:19]=1. The yield is 0.850. The reactants are C1(S(O[CH2:11][CH2:12][C:13]2[C:22]3[C:17](=[CH:18][CH:19]=[C:20]([O:23][CH3:24])[CH:21]=3)[CH:16]=[CH:15][CH:14]=2)(=O)=O)C=CC=CC=1.[C:25]1(=[O:35])[NH:29][C:28](=[O:30])[C:27]2=[CH:31][CH:32]=[CH:33][CH:34]=[C:26]12.[K].C(#N)C. (3) The reactants are [Cl:1][C:2]1[CH:7]=[CH:6][C:5]([NH:8][S:9]([C:12]([F:15])([F:14])[F:13])(=[O:11])=[O:10])=[C:4]([C:16](=O)[C:17]([CH3:20])(C)C)[CH:3]=1.Cl.[Cl:23][C:24]1[CH:29]=[CH:28][C:27]([O:30][NH2:31])=[CH:26][CH:25]=1.[CH3:32]C([O-])=O.[Na+]. The catalyst is CCO. The product is [Cl:1][C:2]1[CH:7]=[CH:6][C:5]([NH:8][S:9]([C:12]([F:13])([F:14])[F:15])(=[O:10])=[O:11])=[C:4]([C:16](=[N:31][O:30][C:27]2[CH:28]=[CH:29][C:24]([Cl:23])=[CH:25][CH:26]=2)[CH2:17][CH2:20][CH3:32])[CH:3]=1. The yield is 0.100. (4) The reactants are [F:1][C:2]1[CH:30]=[CH:29][C:5]([O:6][C:7]2[CH:12]=[CH:11][C:10]([NH:13][C:14]([C@@H:16]3[CH2:20][C@@H:19]([OH:21])[CH2:18][N:17]3C(OC(C)(C)C)=O)=[O:15])=[CH:9][CH:8]=2)=[CH:4][CH:3]=1. The catalyst is Cl. The product is [F:1][C:2]1[CH:30]=[CH:29][C:5]([O:6][C:7]2[CH:8]=[CH:9][C:10]([NH:13][C:14]([C@@H:16]3[CH2:20][C@@H:19]([OH:21])[CH2:18][NH:17]3)=[O:15])=[CH:11][CH:12]=2)=[CH:4][CH:3]=1. The yield is 0.510. (5) The reactants are [C:1]([O:5][C:6]([N:8]1[CH2:13][CH2:12][CH:11]([C:14]2[CH:19]=[CH:18][C:17]([NH2:20])=[C:16](Br)[CH:15]=2)[CH2:10][CH2:9]1)=[O:7])([CH3:4])([CH3:3])[CH3:2].[C:22]1(B(O)O)[CH2:27][CH2:26][CH2:25][CH2:24][CH:23]=1.C([O-])([O-])=O.[Na+].[Na+].C(O)C. The catalyst is C1C=CC([P]([Pd]([P](C2C=CC=CC=2)(C2C=CC=CC=2)C2C=CC=CC=2)([P](C2C=CC=CC=2)(C2C=CC=CC=2)C2C=CC=CC=2)[P](C2C=CC=CC=2)(C2C=CC=CC=2)C2C=CC=CC=2)(C2C=CC=CC=2)C2C=CC=CC=2)=CC=1.CCOC(C)=O.C1(C)C=CC=CC=1. The product is [C:1]([O:5][C:6]([N:8]1[CH2:13][CH2:12][CH:11]([C:14]2[CH:19]=[CH:18][C:17]([NH2:20])=[C:16]([C:22]3[CH2:27][CH2:26][CH2:25][CH2:24][CH:23]=3)[CH:15]=2)[CH2:10][CH2:9]1)=[O:7])([CH3:4])([CH3:3])[CH3:2]. The yield is 0.850. (6) The catalyst is CN(C=O)C.C1COCC1.O. The product is [C:1]([C:3]1[CH:8]=[CH:7][N:6]=[C:5]([N:9]2[C:13]([C:14]3[CH:19]=[CH:18][C:17]([CH3:20])=[CH:16][CH:15]=3)=[CH:12][C:11]([C:21]([OH:23])=[O:22])=[N:10]2)[CH:4]=1)#[N:2]. The reactants are [C:1]([C:3]1[CH:8]=[CH:7][N:6]=[C:5]([N:9]2[C:13]([C:14]3[CH:19]=[CH:18][C:17]([CH3:20])=[CH:16][CH:15]=3)=[CH:12][C:11]([C:21]([O:23]C)=[O:22])=[N:10]2)[CH:4]=1)#[N:2].[OH-].[Na+].Cl. The yield is 0.410. (7) The reactants are [SH:1][C:2]1[S:3][CH:4]=[CH:5][N:6]=1.Br[CH2:8][C:9](=[O:15])[C:10]([O:12][CH2:13][CH3:14])=[O:11]. The catalyst is C(Cl)Cl. The product is [CH2:13]([O:12][C:10](=[O:11])[C:9](=[O:15])[CH2:8][S:1][C:2]1[S:3][CH2:4][CH2:5][N:6]=1)[CH3:14]. The yield is 0.710. (8) The reactants are C([O:5][C:6]([C@H:8]1[CH2:12][CH2:11][CH2:10][N:9]1[C:13](=[O:42])[CH2:14][O:15][C:16]1[CH:25]=[CH:24][C:23]2[C:18](=[CH:19][C:20]([O:26][CH2:27][C:28]([N:30]3[CH2:34][CH2:33][CH2:32][C@@H:31]3[C:35]([O:37]C(C)(C)C)=[O:36])=[O:29])=[CH:21][CH:22]=2)[CH:17]=1)=[O:7])(C)(C)C. The catalyst is FC(F)(F)C(O)=O. The product is [C:35]([C@H:31]1[CH2:32][CH2:33][CH2:34][N:30]1[C:28](=[O:29])[CH2:27][O:26][C:20]1[CH:19]=[C:18]2[C:23]([CH:24]=[CH:25][C:16]([O:15][CH2:14][C:13]([N:9]3[CH2:10][CH2:11][CH2:12][C@@H:8]3[C:6]([OH:7])=[O:5])=[O:42])=[CH:17]2)=[CH:22][CH:21]=1)([OH:37])=[O:36]. The yield is 0.950. (9) No catalyst specified. The product is [NH2:1][C:5]1[CH:6]=[C:7]([C:12]([OH:14])=[O:13])[C:8]([OH:11])=[CH:9][CH:10]=1. The reactants are [NH:1]([C:5]1[CH:10]=[CH:9][C:8]([OH:11])=[CH:7][CH:6]=1)C(C)=O.[C:12](=O)([O-:14])[O-:13].[K+].[K+].O=[Si]=O.C(=O)=O. The yield is 0.950. (10) The reactants are [Cl-].[NH4+].[Cl:3][C:4]1[C:9]([CH3:10])=[CH:8][C:7]([N+:11]([O-])=O)=[CH:6][N:5]=1. The catalyst is CO. The product is [Cl:3][C:4]1[N:5]=[CH:6][C:7]([NH2:11])=[CH:8][C:9]=1[CH3:10]. The yield is 0.420.